This data is from NCI-60 drug combinations with 297,098 pairs across 59 cell lines. The task is: Regression. Given two drug SMILES strings and cell line genomic features, predict the synergy score measuring deviation from expected non-interaction effect. (1) Drug 1: CC1C(C(=O)NC(C(=O)N2CCCC2C(=O)N(CC(=O)N(C(C(=O)O1)C(C)C)C)C)C(C)C)NC(=O)C3=C4C(=C(C=C3)C)OC5=C(C(=O)C(=C(C5=N4)C(=O)NC6C(OC(=O)C(N(C(=O)CN(C(=O)C7CCCN7C(=O)C(NC6=O)C(C)C)C)C)C(C)C)C)N)C. Drug 2: COC1=NC(=NC2=C1N=CN2C3C(C(C(O3)CO)O)O)N. Cell line: 786-0. Synergy scores: CSS=4.69, Synergy_ZIP=-1.61, Synergy_Bliss=-2.42, Synergy_Loewe=-25.8, Synergy_HSA=-13.4. (2) Drug 1: CC(C1=C(C=CC(=C1Cl)F)Cl)OC2=C(N=CC(=C2)C3=CN(N=C3)C4CCNCC4)N. Drug 2: CC1C(C(CC(O1)OC2CC(OC(C2O)C)OC3=CC4=CC5=C(C(=O)C(C(C5)C(C(=O)C(C(C)O)O)OC)OC6CC(C(C(O6)C)O)OC7CC(C(C(O7)C)O)OC8CC(C(C(O8)C)O)(C)O)C(=C4C(=C3C)O)O)O)O. Cell line: PC-3. Synergy scores: CSS=12.2, Synergy_ZIP=-0.121, Synergy_Bliss=1.64, Synergy_Loewe=2.82, Synergy_HSA=1.60. (3) Drug 2: C1=CC(=CC=C1CC(C(=O)O)N)N(CCCl)CCCl.Cl. Drug 1: C1CCC(CC1)NC(=O)N(CCCl)N=O. Synergy scores: CSS=33.0, Synergy_ZIP=3.55, Synergy_Bliss=8.36, Synergy_Loewe=6.85, Synergy_HSA=8.07. Cell line: SK-OV-3. (4) Drug 1: CC12CCC3C(C1CCC2O)C(CC4=C3C=CC(=C4)O)CCCCCCCCCS(=O)CCCC(C(F)(F)F)(F)F. Drug 2: CCC1=C2CN3C(=CC4=C(C3=O)COC(=O)C4(CC)O)C2=NC5=C1C=C(C=C5)O. Cell line: RPMI-8226. Synergy scores: CSS=14.6, Synergy_ZIP=2.18, Synergy_Bliss=3.05, Synergy_Loewe=-13.9, Synergy_HSA=-1.32. (5) Drug 1: C1=CC(=CC=C1CCC2=CNC3=C2C(=O)NC(=N3)N)C(=O)NC(CCC(=O)O)C(=O)O. Drug 2: CC1C(C(CC(O1)OC2CC(OC(C2O)C)OC3=CC4=CC5=C(C(=O)C(C(C5)C(C(=O)C(C(C)O)O)OC)OC6CC(C(C(O6)C)O)OC7CC(C(C(O7)C)O)OC8CC(C(C(O8)C)O)(C)O)C(=C4C(=C3C)O)O)O)O. Cell line: UACC-257. Synergy scores: CSS=0.237, Synergy_ZIP=-2.94, Synergy_Bliss=-6.97, Synergy_Loewe=-7.66, Synergy_HSA=-7.33.